This data is from Full USPTO retrosynthesis dataset with 1.9M reactions from patents (1976-2016). The task is: Predict the reactants needed to synthesize the given product. Given the product [C:18]([N:15]1[C:16]2[C:12](=[CH:11][C:10]3[CH2:21][C:2](=[O:1])[CH2:6][CH2:7][CH2:8][C:9]=3[CH:17]=2)[CH:13]=[N:14]1)(=[O:20])[CH3:19], predict the reactants needed to synthesize it. The reactants are: [O:1]1CCO[C:2]21[CH2:21][C:10]1[CH:11]=[C:12]3[C:16](=[CH:17][C:9]=1[CH2:8][CH2:7][CH2:6]2)[N:15]([C:18](=[O:20])[CH3:19])[N:14]=[CH:13]3.C(O)CO.CC1C=CC(S(O)(=O)=O)=CC=1.[OH-].[K+].